This data is from Reaction yield outcomes from USPTO patents with 853,638 reactions. The task is: Predict the reaction yield, written as a fraction of the theoretical maximum amount of product (1.0 means a 100% yield; for example, 0.34 means a 34% yield). (1) The reactants are [Li+].[B-](CC)(CC)CC.[CH:9]1[C:21]2[CH:20]([O:22][C:23](=[O:104])[N:24]([CH3:103])[C@@H:25]([CH:100]([CH3:102])[CH3:101])[C:26]([NH:28][C@@H:29]([CH3:99])[C:30]([NH:32][C:33]3[CH:38]=[CH:37][C:36]([C:39]4[CH2:40][CH:41]5[C:47](=O)[N:46](COCC[Si](C)(C)C)[C:45]6[CH:57]=[C:58]([O:63][CH2:64][CH2:65][CH2:66][O:67][C:68]7[C:69]([O:95][CH3:96])=[CH:70][C:71]8[C:77](=[O:78])[N:76]9[CH:79]=[C:80]([CH:82]%10[CH2:84][CH2:83]%10)[CH2:81][CH:75]9[C:74](=O)[N:73](COCC[Si](C)(C)C)[C:72]=8[CH:94]=7)[C:59]([O:61][CH3:62])=[CH:60][C:44]=6[C:43](=[O:97])[N:42]5[CH:98]=4)=[CH:35][CH:34]=3)=[O:31])=[O:27])[C:19]3[C:14](=[CH:15][CH:16]=[CH:17][CH:18]=3)[C:13]=2[CH:12]=[CH:11][CH:10]=1. The product is [CH:18]1[C:19]2[CH:20]([O:22][C:23](=[O:104])[N:24]([CH3:103])[C@@H:25]([CH:100]([CH3:101])[CH3:102])[C:26]([NH:28][C@@H:29]([CH3:99])[C:30]([NH:32][C:33]3[CH:38]=[CH:37][C:36]([C:39]4[CH2:40][CH:41]5[CH:47]=[N:46][C:45]6[CH:57]=[C:58]([O:63][CH2:64][CH2:65][CH2:66][O:67][C:68]7[C:69]([O:95][CH3:96])=[CH:70][C:71]8[C:77](=[O:78])[N:76]9[CH:79]=[C:80]([CH:82]%10[CH2:84][CH2:83]%10)[CH2:81][CH:75]9[CH:74]=[N:73][C:72]=8[CH:94]=7)[C:59]([O:61][CH3:62])=[CH:60][C:44]=6[C:43](=[O:97])[N:42]5[CH:98]=4)=[CH:35][CH:34]=3)=[O:31])=[O:27])[C:21]3[C:13](=[CH:12][CH:11]=[CH:10][CH:9]=3)[C:14]=2[CH:15]=[CH:16][CH:17]=1. The yield is 0.780. The catalyst is C1COCC1. (2) The catalyst is ClCCl. The reactants are [CH:1]1([NH:4][CH2:5][CH2:6][OH:7])[CH2:3][CH2:2]1.C(N(CC)CC)C.[CH3:15][O:16][C:17]1[CH:22]=[C:21]([CH3:23])[C:20]([S:24](Cl)(=[O:26])=[O:25])=[C:19]([CH3:28])[CH:18]=1. The product is [CH:1]1([N:4]([CH2:5][CH2:6][OH:7])[S:24]([C:20]2[C:21]([CH3:23])=[CH:22][C:17]([O:16][CH3:15])=[CH:18][C:19]=2[CH3:28])(=[O:26])=[O:25])[CH2:3][CH2:2]1. The yield is 0.200. (3) The reactants are [OH:1][C:2]1[C:11]2[C:6](=[N:7][CH:8]=[CH:9][CH:10]=2)[N:5]([CH2:12][CH2:13][CH:14]([CH3:16])[CH3:15])[C:4](=[O:17])[C:3]=1[C:18]1[NH:23][C:22]2[CH:24]=[CH:25][C:26]([NH:28][S:29]([N:32]3[CH2:36][CH2:35]OC3=O)(=[O:31])=[O:30])=[CH:27][C:21]=2[S:20](=[O:39])(=[O:38])[N:19]=1.C(N)C[C:42]1[CH:47]=[CH:46][CH:45]=[CH:44][CH:43]=1. The catalyst is C(#N)C.C(N(CC)CC)C.C(OCC)(=O)C. The product is [OH:1][C:2]1[C:11]2[C:6](=[N:7][CH:8]=[CH:9][CH:10]=2)[N:5]([CH2:12][CH2:13][CH:14]([CH3:15])[CH3:16])[C:4](=[O:17])[C:3]=1[C:18]1[NH:23][C:22]2[CH:24]=[CH:25][C:26]([NH:28][S:29]([NH:32][CH2:36][CH2:35][C:42]3[CH:47]=[CH:46][CH:45]=[CH:44][CH:43]=3)(=[O:30])=[O:31])=[CH:27][C:21]=2[S:20](=[O:39])(=[O:38])[N:19]=1. The yield is 0.100. (4) The reactants are [C:1]([N:8]1[CH2:15][CH2:14][CH2:13][C@H:9]1[C:10]([OH:12])=O)([O:3][C:4]([CH3:7])([CH3:6])[CH3:5])=[O:2].C1C=CC2N(O)N=NC=2C=1.O.Cl.C(N=C=NCCCN(C)C)C.Cl.[NH2:40][CH2:41][C:42]([C:44]1[CH:49]=[CH:48][C:47]([Br:50])=[CH:46][CH:45]=1)=[O:43].C(N(CC)C(C)C)(C)C. The catalyst is ClCCl. The product is [Br:50][C:47]1[CH:46]=[CH:45][C:44]([C:42](=[O:43])[CH2:41][NH:40][C:10]([C@@H:9]2[CH2:13][CH2:14][CH2:15][N:8]2[C:1]([O:3][C:4]([CH3:5])([CH3:6])[CH3:7])=[O:2])=[O:12])=[CH:49][CH:48]=1. The yield is 0.900. (5) The reactants are [C:1]([C:4]1[C:5]([C:30]2[CH:35]=[CH:34][C:33]([O:36][C:37]3[CH:42]=[CH:41][C:40]([F:43])=[CH:39][CH:38]=3)=[CH:32][CH:31]=2)=[N:6][N:7]2[CH:12]([C:13]3[CH:18]=[CH:17][CH:16]=[CH:15][C:14]=3[NH:19]C(=O)OCC3C=CC=CC=3)[CH2:11][CH2:10][NH:9][C:8]=12)(=[O:3])[NH2:2]. The catalyst is C(Cl)Cl.CO.[Pd]. The product is [NH2:19][C:14]1[CH:15]=[CH:16][CH:17]=[CH:18][C:13]=1[CH:12]1[N:7]2[N:6]=[C:5]([C:30]3[CH:35]=[CH:34][C:33]([O:36][C:37]4[CH:38]=[CH:39][C:40]([F:43])=[CH:41][CH:42]=4)=[CH:32][CH:31]=3)[C:4]([C:1]([NH2:2])=[O:3])=[C:8]2[NH:9][CH2:10][CH2:11]1. The yield is 0.130. (6) The reactants are [C:1]([C:3]1[C:4]([CH:19]([C:25]2[CH:30]=[CH:29][C:28]([Cl:31])=[C:27]([Cl:32])[CH:26]=2)[CH2:20][CH2:21][N:22]([CH3:24])[CH3:23])=[C:5]([C:14]([O:16]CC)=[O:15])[S:6][C:7]=1[N:8]1[CH2:13][CH2:12][O:11][CH2:10][CH2:9]1)#[N:2].[OH-].[Na+].Cl. The catalyst is CO.O. The product is [C:1]([C:3]1[C:4]([CH:19]([C:25]2[CH:30]=[CH:29][C:28]([Cl:31])=[C:27]([Cl:32])[CH:26]=2)[CH2:20][CH2:21][N:22]([CH3:24])[CH3:23])=[C:5]([C:14]([OH:16])=[O:15])[S:6][C:7]=1[N:8]1[CH2:9][CH2:10][O:11][CH2:12][CH2:13]1)#[N:2]. The yield is 0.950. (7) The yield is 0.850. The catalyst is C1COCC1. The product is [I:11][C:10]1[CH:3]2[CH:4]([N:5]=[CH:6][N:7]=[C:2]2[NH:16][CH3:15])[N:8]([CH:12]([CH3:14])[CH3:13])[CH:9]=1. The reactants are Cl[C:2]1[CH:3]2[C:10]([I:11])=[CH:9][N:8]([CH:12]([CH3:14])[CH3:13])[CH:4]2[N:5]=[CH:6][N:7]=1.[CH3:15][NH2:16]. (8) The reactants are [O:1]=[S:2]1(=[O:28])[CH2:6][CH2:5][CH2:4][N:3]1[C:7]1[CH:12]=[CH:11][C:10]([C:13]2[N:14]([CH2:26][CH3:27])[C:15]3[C:20]([C:21]=2[C:22]#[N:23])=[CH:19][CH:18]=[C:17]([O:24]C)[CH:16]=3)=[CH:9][CH:8]=1.B(Br)(Br)Br. The catalyst is C(Cl)Cl. The product is [O:28]=[S:2]1(=[O:1])[CH2:6][CH2:5][CH2:4][N:3]1[C:7]1[CH:8]=[CH:9][C:10]([C:13]2[N:14]([CH2:26][CH3:27])[C:15]3[C:20]([C:21]=2[C:22]#[N:23])=[CH:19][CH:18]=[C:17]([OH:24])[CH:16]=3)=[CH:11][CH:12]=1. The yield is 1.00. (9) The yield is 1.00. The catalyst is C(Cl)Cl. The reactants are [NH2:1][C@@H:2]1[C:10]2[C:5](=[CH:6][CH:7]=[CH:8][CH:9]=2)[CH2:4][C@@H:3]1[OH:11].[C:12]([O:16][C:17](O[C:17]([O:16][C:12]([CH3:15])([CH3:14])[CH3:13])=[O:18])=[O:18])([CH3:15])([CH3:14])[CH3:13]. The product is [OH:11][C@H:3]1[CH2:4][C:5]2[C:10](=[CH:9][CH:8]=[CH:7][CH:6]=2)[C@H:2]1[NH:1][C:17](=[O:18])[O:16][C:12]([CH3:15])([CH3:14])[CH3:13]. (10) The reactants are [Si:1]([O:8][CH2:9][C:10]#[C:11][C:12](=O)[CH3:13])([C:4]([CH3:7])([CH3:6])[CH3:5])([CH3:3])[CH3:2].[C:15]([CH2:17][C:18]([NH2:20])=[O:19])#[N:16].N1(CC([O-])=O)CCCCC1. The catalyst is C(O)C.O. The product is [Si:1]([O:8][CH2:9][C:10]1[CH:11]=[C:12]([CH3:13])[NH:20][C:18](=[O:19])[C:17]=1[C:15]#[N:16])([C:4]([CH3:5])([CH3:6])[CH3:7])([CH3:3])[CH3:2]. The yield is 0.320.